Dataset: Peptide-MHC class II binding affinity with 134,281 pairs from IEDB. Task: Regression. Given a peptide amino acid sequence and an MHC pseudo amino acid sequence, predict their binding affinity value. This is MHC class II binding data. (1) The peptide sequence is DLGYAPATPAAPGAG. The MHC is DRB1_0701 with pseudo-sequence DRB1_0701. The binding affinity (normalized) is 0.254. (2) The peptide sequence is WMTTEDMLEVWNRVW. The MHC is DRB1_1301 with pseudo-sequence DRB1_1301. The binding affinity (normalized) is 0.405.